From a dataset of Catalyst prediction with 721,799 reactions and 888 catalyst types from USPTO. Predict which catalyst facilitates the given reaction. Reactant: [CH:1]([O:4][C:5]1[CH:13]=[CH:12][C:11]([C:14]#[C:15][C:16]2[CH:21]=[CH:20][CH:19]=[CH:18][C:17]=2[O:22][CH3:23])=[CH:10][C:6]=1[C:7]([OH:9])=O)([CH3:3])[CH3:2].[NH2:24][C@H:25]([CH2:29][C:30]1[C:38]2[C:33](=[CH:34][CH:35]=[CH:36][CH:37]=2)[NH:32][CH:31]=1)[CH2:26][CH2:27][OH:28].C1C=C2N=NN(O)C2=CC=1.O.C(Cl)CCl. Product: [OH:28][CH2:27][CH2:26][C@H:25]([NH:24][C:7](=[O:9])[C:6]1[CH:10]=[C:11]([C:14]#[C:15][C:16]2[CH:21]=[CH:20][CH:19]=[CH:18][C:17]=2[O:22][CH3:23])[CH:12]=[CH:13][C:5]=1[O:4][CH:1]([CH3:2])[CH3:3])[CH2:29][C:30]1[C:38]2[C:33](=[CH:34][CH:35]=[CH:36][CH:37]=2)[NH:32][CH:31]=1. The catalyst class is: 18.